The task is: Predict the reactants needed to synthesize the given product.. This data is from Full USPTO retrosynthesis dataset with 1.9M reactions from patents (1976-2016). (1) Given the product [Cl:17][C:13]1[C:12]([F:18])=[C:11]([CH:16]=[CH:15][CH:14]=1)[CH:10]=[O:4], predict the reactants needed to synthesize it. The reactants are: [H-].[Na+].[N+](C(C)C)([O-])=[O:4].Br[CH2:10][C:11]1[CH:16]=[CH:15][CH:14]=[C:13]([Cl:17])[C:12]=1[F:18]. (2) Given the product [C:23]([O:22][C:20](=[O:21])[N:8]([CH3:9])[CH2:7][CH2:6][NH:5][C:3](=[O:4])[C:2]([F:10])([F:11])[F:1])([CH3:24])([CH3:25])[CH3:26], predict the reactants needed to synthesize it. The reactants are: [F:1][C:2]([F:11])([F:10])[C:3]([NH:5][CH2:6][CH2:7][NH:8][CH3:9])=[O:4].[C:20](O[C:20]([O:22][C:23]([CH3:26])([CH3:25])[CH3:24])=[O:21])([O:22][C:23]([CH3:26])([CH3:25])[CH3:24])=[O:21].C(N(CC)CC)C. (3) Given the product [OH:6][CH2:7][C:8]1([C:17]2[CH:22]=[CH:21][CH:20]=[C:19]([OH:23])[CH:18]=2)[CH2:14][CH2:13][CH2:12][CH2:11][N:10]([CH3:15])[C:9]1=[O:16], predict the reactants needed to synthesize it. The reactants are: B(Br)(Br)Br.C[O:6][CH2:7][C:8]1([C:17]2[CH:22]=[CH:21][CH:20]=[C:19]([O:23]C)[CH:18]=2)[CH2:14][CH2:13][CH2:12][CH2:11][N:10]([CH3:15])[C:9]1=[O:16]. (4) Given the product [OH:23][C:21]([CH3:24])([CH3:22])[C@@H:20]([NH:19][CH:11]1[CH2:12][CH2:13][N:8]([C:1]([O:3][C:4]([CH3:7])([CH3:6])[CH3:5])=[O:2])[CH2:9][CH2:10]1)[C:25]1[CH:26]=[CH:27][CH:28]=[CH:29][CH:30]=1, predict the reactants needed to synthesize it. The reactants are: [C:1]([N:8]1[CH2:13][CH2:12][C:11](=O)[CH2:10][CH2:9]1)([O:3][C:4]([CH3:7])([CH3:6])[CH3:5])=[O:2].C(O)(=O)C.[NH2:19][C@@H:20]([C:25]1[CH:30]=[CH:29][CH:28]=[CH:27][CH:26]=1)[C:21]([CH3:24])([OH:23])[CH3:22].C(O[BH-](OC(=O)C)OC(=O)C)(=O)C.[Na+]. (5) The reactants are: [N:1]1[CH:6]=[CH:5][CH:4]=[CH:3][C:2]=1[CH2:7][O:8][C:9]1[CH:18]=[C:17]([C:19]2[CH:20]=[C:21]([NH2:25])[CH:22]=[N:23][CH:24]=2)[C:16]2[CH2:15][CH2:14][CH2:13][CH2:12][C:11]=2[N:10]=1.C1C[O:29][CH2:28][CH2:27]1.C(Cl)(=O)C.C(=O)([O-])O.[Na+]. Given the product [N:1]1[CH:6]=[CH:5][CH:4]=[CH:3][C:2]=1[CH2:7][O:8][C:9]1[CH:18]=[C:17]([C:19]2[CH:20]=[C:21]([NH:25][C:28](=[O:29])[CH3:27])[CH:22]=[N:23][CH:24]=2)[C:16]2[CH2:15][CH2:14][CH2:13][CH2:12][C:11]=2[N:10]=1, predict the reactants needed to synthesize it.